From a dataset of Forward reaction prediction with 1.9M reactions from USPTO patents (1976-2016). Predict the product of the given reaction. (1) Given the reactants C(=O)=O.[CH2:4]([O:6][C:7](=[O:10])[CH2:8][SH:9])[CH3:5].[Cl:11][C:12](Cl)([O:14]C(=O)OC(Cl)(Cl)Cl)Cl.[OH-].[Na+], predict the reaction product. The product is: [CH2:4]([O:6][C:7](=[O:10])[CH2:8][S:9][C:12]([Cl:11])=[O:14])[CH3:5]. (2) Given the reactants [F:1][C:2]1[CH:3]=[C:4]([N:9]2[CH2:13][C@H:12]([CH2:14][N:15]3[CH:19]=[C:18]([Si](C)(C)C)[N:17]=[N:16]3)[O:11][C:10]2=[O:24])[CH:5]=[CH:6][C:7]=1[I:8].[F-].C([N+](CCCC)(CCCC)CCCC)CCC.C1COCC1, predict the reaction product. The product is: [F:1][C:2]1[CH:3]=[C:4]([N:9]2[CH2:13][C@H:12]([CH2:14][N:15]3[CH:19]=[CH:18][N:17]=[N:16]3)[O:11][C:10]2=[O:24])[CH:5]=[CH:6][C:7]=1[I:8]. (3) Given the reactants [Cl:1][C:2]1[CH:3]=[C:4]([CH:8]([OH:20])[C:9]2[CH:10]=[C:11]([CH:17]=[CH:18][CH:19]=2)[C:12]([O:14][CH2:15][CH3:16])=[O:13])[CH:5]=[CH:6][CH:7]=1.O[CH2:22][CH2:23][NH:24][C:25](=[O:28])[O:26][CH3:27].O.C1(C)C=CC(S(O)(=O)=O)=CC=1.C([O-])(O)=O.[Na+], predict the reaction product. The product is: [Cl:1][C:2]1[CH:3]=[C:4]([CH:8]([O:20][CH2:22][CH2:23][NH:24][C:25]([O:26][CH3:27])=[O:28])[C:9]2[CH:10]=[C:11]([CH:17]=[CH:18][CH:19]=2)[C:12]([O:14][CH2:15][CH3:16])=[O:13])[CH:5]=[CH:6][CH:7]=1. (4) Given the reactants [S:1]1[C:5]2[CH:6]=[CH:7][C:8]([CH2:10][CH2:11][O:12][CH2:13][CH2:14][C:15]([N:17]3[CH2:20][CH:19]([OH:21])[CH2:18]3)=[O:16])=[CH:9][C:4]=2[CH:3]=[CH:2]1.N1C=CC=CC=1.[C:28](Cl)([C:41]1[CH:46]=[CH:45][CH:44]=[CH:43][CH:42]=1)([C:35]1[CH:40]=[CH:39][CH:38]=[CH:37][CH:36]=1)[C:29]1[CH:34]=[CH:33][CH:32]=[CH:31][CH:30]=1.CN(C)C=O, predict the reaction product. The product is: [S:1]1[C:5]2[CH:6]=[CH:7][C:8]([CH2:10][CH2:11][O:12][CH2:13][CH2:14][C:15]([N:17]3[CH2:20][CH:19]([O:21][C:28]([C:29]4[CH:34]=[CH:33][CH:32]=[CH:31][CH:30]=4)([C:41]4[CH:42]=[CH:43][CH:44]=[CH:45][CH:46]=4)[C:35]4[CH:36]=[CH:37][CH:38]=[CH:39][CH:40]=4)[CH2:18]3)=[O:16])=[CH:9][C:4]=2[CH:3]=[CH:2]1. (5) The product is: [NH2:25][C:23]1[C:24]2=[C:16]([C:11]3[CH:12]=[CH:13][C:14]4[C:9]([CH:10]=3)=[N:8][N:7]([CH2:6][C:5]3[CH:4]=[CH:3][C:2]([F:1])=[CH:33][CH:32]=3)[CH:15]=4)[CH:17]=[C:18]([CH:26]3[CH2:27][CH2:28][N:29]([C:36]([N:38]([CH3:40])[CH3:39])=[O:37])[CH2:30][CH2:31]3)[N:19]2[N:20]=[CH:21][N:22]=1. Given the reactants [F:1][C:2]1[CH:33]=[CH:32][C:5]([CH2:6][N:7]2[CH:15]=[C:14]3[C:9]([CH:10]=[C:11]([C:16]4[CH:17]=[C:18]([CH:26]5[CH2:31][CH2:30][NH:29][CH2:28][CH2:27]5)[N:19]5[C:24]=4[C:23]([NH2:25])=[N:22][CH:21]=[N:20]5)[CH:12]=[CH:13]3)=[N:8]2)=[CH:4][CH:3]=1.ClC[C:36]([N:38]([CH3:40])[CH3:39])=[O:37], predict the reaction product. (6) Given the reactants [Cl:1][C:2]1[CH:8]=[CH:7][C:5]([NH2:6])=[C:4]([O:9][C:10]2[CH:15]=[CH:14][C:13]([S:16]([CH2:19][CH3:20])(=[O:18])=[O:17])=[CH:12][C:11]=2[Cl:21])[CH:3]=1.Br[CH2:23][C:24]([O:26][CH2:27][CH3:28])=[O:25].C([O-])(=O)C.[Na+], predict the reaction product. The product is: [Cl:1][C:2]1[CH:8]=[CH:7][C:5]([NH:6][CH2:23][C:24]([O:26][CH2:27][CH3:28])=[O:25])=[C:4]([O:9][C:10]2[CH:15]=[CH:14][C:13]([S:16]([CH2:19][CH3:20])(=[O:17])=[O:18])=[CH:12][C:11]=2[Cl:21])[CH:3]=1. (7) Given the reactants [Cl:1][C:2]1[CH:10]=[CH:9][C:5]([C:6]([OH:8])=[O:7])=[C:4]([O:11][CH2:12][CH3:13])[CH:3]=1.[Cl:14][S:15](O)(=[O:17])=[O:16], predict the reaction product. The product is: [Cl:1][C:2]1[C:10]([S:15]([Cl:14])(=[O:17])=[O:16])=[CH:9][C:5]([C:6]([OH:8])=[O:7])=[C:4]([O:11][CH2:12][CH3:13])[CH:3]=1. (8) Given the reactants [CH2:1]([O:9][CH2:10][CH2:11][C:12]([OH:14])=O)[CH2:2][C:3]1[CH:8]=[CH:7][CH:6]=[CH:5][CH:4]=1.[C:15](Cl)(=[O:19])[C:16](Cl)=O.[CH3:21][N:22]([CH3:25])C=O, predict the reaction product. The product is: [CH2:25]([N:22]([CH2:21][CH:10]([O:19][CH2:15][CH3:16])[O:9][CH2:1][CH3:2])[C:12](=[O:14])[CH2:11][CH2:10][O:9][CH2:1][CH2:2][C:3]1[CH:4]=[CH:5][CH:6]=[CH:7][CH:8]=1)[C:3]1[CH:8]=[CH:7][CH:6]=[CH:5][CH:4]=1.